Task: Predict the reactants needed to synthesize the given product.. Dataset: Full USPTO retrosynthesis dataset with 1.9M reactions from patents (1976-2016) (1) The reactants are: [Cl:1][C:2]1[CH:3]=[N:4][CH:5]=[C:6]([Cl:20])[C:7]=1[S:8][C:9]1[S:13][C:12]([C:14](Cl)=[O:15])=[CH:11][C:10]=1[N+:17]([O-:19])=[O:18].[F:21][C:22]([F:33])([F:32])[O:23][C:24]1[CH:31]=[CH:30][C:27]([CH2:28][NH2:29])=[CH:26][CH:25]=1. Given the product [Cl:1][C:2]1[CH:3]=[N:4][CH:5]=[C:6]([Cl:20])[C:7]=1[S:8][C:9]1[S:13][C:12]([C:14]([NH:29][CH2:28][C:27]2[CH:30]=[CH:31][C:24]([O:23][C:22]([F:21])([F:32])[F:33])=[CH:25][CH:26]=2)=[O:15])=[CH:11][C:10]=1[N+:17]([O-:19])=[O:18], predict the reactants needed to synthesize it. (2) Given the product [CH3:13][N:14]1[CH2:19][CH2:18][CH:17]([C:20]2[C:28]3[C:23](=[CH:24][CH:25]=[C:26]([O:29][S:9]([C:3]4[C:4]([F:8])=[CH:5][CH:6]=[CH:7][C:2]=4[F:1])(=[O:11])=[O:10])[CH:27]=3)[NH:22][CH:21]=2)[CH2:16][CH2:15]1, predict the reactants needed to synthesize it. The reactants are: [F:1][C:2]1[CH:7]=[CH:6][CH:5]=[C:4]([F:8])[C:3]=1[S:9](Cl)(=[O:11])=[O:10].[CH3:13][N:14]1[CH2:19][CH2:18][CH:17]([C:20]2[C:28]3[C:23](=[CH:24][CH:25]=[C:26]([OH:29])[CH:27]=3)[NH:22][CH:21]=2)[CH2:16][CH2:15]1.[OH-].[Na+]. (3) Given the product [Cl:1][C:2]1[N:3]=[C:4]([C:9]([NH:11][C@H:12]2[CH2:17][CH2:16][N:15]([C:18]3[S:19][C:20]([C:26]([O:28][CH2:29][CH3:30])=[O:27])=[C:21]([C:23](=[O:25])[NH:38][CH3:37])[N:22]=3)[CH2:14][C@H:13]2[O:31][CH3:32])=[O:10])[NH:5][C:6]=1[CH2:7][CH3:8], predict the reactants needed to synthesize it. The reactants are: [Cl:1][C:2]1[N:3]=[C:4]([C:9]([NH:11][C@H:12]2[CH2:17][CH2:16][N:15]([C:18]3[S:19][C:20]([C:26]([O:28][CH2:29][CH3:30])=[O:27])=[C:21]([C:23]([OH:25])=O)[N:22]=3)[CH2:14][C@H:13]2[O:31][CH3:32])=[O:10])[NH:5][C:6]=1[CH2:7][CH3:8].Cl.CN.C[CH2:37][N:38]=C=NCCCN(C)C.Cl.C1C=CC2N(O)N=NC=2C=1. (4) Given the product [Cl:41][C:37]1[CH:36]=[C:35]([CH:27]2[C:26]3[CH:42]=[C:22]([C:20]([C:17]4[CH:18]=[CH:19][C:14]([Cl:13])=[CH:15][CH:16]=4)([C:7]4[CH:8]=[N:9][CH:10]=[CH:11][CH:12]=4)[OH:21])[CH:23]=[CH:24][C:25]=3[N:31]3[N:32]=[N:33][N:34]=[C:30]3[CH2:29][S:28]2)[CH:40]=[CH:39][CH:38]=1, predict the reactants needed to synthesize it. The reactants are: [Li]CCCC.Br[C:7]1[CH:8]=[N:9][CH:10]=[CH:11][CH:12]=1.[Cl:13][C:14]1[CH:19]=[CH:18][C:17]([C:20]([C:22]2[CH:23]=[CH:24][C:25]3[N:31]4[N:32]=[N:33][N:34]=[C:30]4[CH2:29][S:28][CH:27]([C:35]4[CH:40]=[CH:39][CH:38]=[C:37]([Cl:41])[CH:36]=4)[C:26]=3[CH:42]=2)=[O:21])=[CH:16][CH:15]=1.CCOC(C)=O. (5) Given the product [CH3:14][C@@:2]1([CH2:5][CH2:6][C:7]2[N:8]([CH2:12][CH3:13])[CH:9]=[CH:10][CH:11]=2)[CH2:3][O:4][C:15](=[O:16])[NH:1]1, predict the reactants needed to synthesize it. The reactants are: [NH2:1][C@:2]([CH3:14])([CH2:5][CH2:6][C:7]1[N:8]([CH2:12][CH3:13])[CH:9]=[CH:10][CH:11]=1)[CH2:3][OH:4].[C:15](OC(OC(C)(C)C)=O)(OC(C)(C)C)=[O:16].C(N(CC)CC)C.O. (6) Given the product [F:1][CH:2]([F:15])[O:3][C:4]1[CH:11]=[CH:10][C:7]([CH:8]([NH2:17])[CH2:30][S:31]([CH3:34])(=[O:33])=[O:32])=[CH:6][C:5]=1[O:12][CH2:13][CH3:14], predict the reactants needed to synthesize it. The reactants are: [F:1][CH:2]([F:15])[O:3][C:4]1[CH:11]=[CH:10][C:7]([CH:8]=O)=[CH:6][C:5]=1[O:12][CH2:13][CH3:14].[Li][N:17]([Si](C)(C)C)[Si](C)(C)C.B(F)(F)F.[CH3:30][S:31]([CH3:34])(=[O:33])=[O:32]. (7) Given the product [Cl:51][C:42]1[CH:43]=[CH:44][C:45]([CH2:47][CH2:48][O:49][CH3:50])=[CH:46][C:41]=1[CH2:40][N:36]([CH:37]1[CH2:39][CH2:38]1)[C:35]([C@@H:11]1[C@:12]([C:16]2[CH:21]=[CH:20][C:19]([O:22][CH2:23][CH2:24][O:25][C:26]3[C:27]([Cl:34])=[CH:28][C:29]([CH3:33])=[CH:30][C:31]=3[Cl:32])=[CH:18][CH:17]=2)([OH:15])[CH2:13][CH2:14][NH:9][CH2:10]1)=[O:52], predict the reactants needed to synthesize it. The reactants are: Cl.C(OC([N:9]1[CH2:14][CH2:13][C@:12]([C:16]2[CH:21]=[CH:20][C:19]([O:22][CH2:23][CH2:24][O:25][C:26]3[C:31]([Cl:32])=[CH:30][C:29]([CH3:33])=[CH:28][C:27]=3[Cl:34])=[CH:18][CH:17]=2)([OH:15])[C@H:11]([C:35](=[O:52])[N:36]([CH2:40][C:41]2[CH:46]=[C:45]([CH2:47][CH2:48][O:49][CH3:50])[CH:44]=[CH:43][C:42]=2[Cl:51])[CH:37]2[CH2:39][CH2:38]2)[CH2:10]1)=O)(C)(C)C. (8) Given the product [Cl:1][C:2]1[CH:3]=[C:4]2[C:8](=[CH:9][CH:10]=1)[NH:7][CH:6]=[C:5]2[CH:17]([N:18]([CH3:19])[CH3:20])[C:16]1[CH:21]=[CH:22][C:13]([CH3:12])=[CH:14][CH:15]=1, predict the reactants needed to synthesize it. The reactants are: [Cl:1][C:2]1[CH:3]=[C:4]2[C:8](=[CH:9][CH:10]=1)[NH:7][CH:6]=[CH:5]2.[Cl-].[CH3:12][C:13]1[CH:22]=[CH:21][C:16]([CH:17]=[N+:18]([CH3:20])[CH3:19])=[CH:15][CH:14]=1.CC1C=CC(C=O)=CC=1.CNC. (9) Given the product [ClH:1].[OH:15][C:7]1[CH:6]=[C:5]([C:3](=[O:4])[CH2:2][N:16]2[CH2:20][CH2:19][CH2:18][CH2:17]2)[CH:10]=[C:9]([N+:11]([O-:13])=[O:12])[C:8]=1[OH:14], predict the reactants needed to synthesize it. The reactants are: [Cl:1][CH2:2][C:3]([C:5]1[CH:10]=[C:9]([N+:11]([O-:13])=[O:12])[C:8]([OH:14])=[C:7]([OH:15])[CH:6]=1)=[O:4].[NH:16]1[CH2:20][CH2:19][CH2:18][CH2:17]1. (10) Given the product [C:1]([N:4]1[C:8]([CH3:9])=[C:7]([CH2:10][C:11]2[CH:16]=[CH:15][C:14]([S:17][CH2:18][CH3:19])=[CH:13][CH:12]=2)[C:6]([O:20][C@@H:21]2[O:29][C@H:28]([CH2:30][O:31][C:33]([O:35][CH2:36][CH3:37])=[O:34])[C@@H:26]([OH:27])[C@H:24]([OH:25])[C@H:22]2[OH:23])=[N:5]1)(=[O:3])[CH3:2], predict the reactants needed to synthesize it. The reactants are: [C:1]([N:4]1[C:8]([CH3:9])=[C:7]([CH2:10][C:11]2[CH:16]=[CH:15][C:14]([S:17][CH2:18][CH3:19])=[CH:13][CH:12]=2)[C:6]([O:20][C@@H:21]2[O:29][C@H:28]([CH2:30][OH:31])[C@@H:26]([OH:27])[C@H:24]([OH:25])[C@H:22]2[OH:23])=[N:5]1)(=[O:3])[CH3:2].Cl[C:33]([O:35][CH2:36][CH3:37])=[O:34].C(O)(=O)CC(CC(O)=O)(C(O)=O)O.